Dataset: Forward reaction prediction with 1.9M reactions from USPTO patents (1976-2016). Task: Predict the product of the given reaction. (1) Given the reactants [NH2:1][CH2:2][C:3]1[CH:12]=[C:11]2[C:6]([CH2:7][CH2:8][CH:9]([NH:20][C:21](=[O:27])[O:22][C:23]([CH3:26])([CH3:25])[CH3:24])[CH:10]2[CH2:13][C:14]2[CH:19]=[CH:18][CH:17]=[CH:16][CH:15]=2)=[CH:5][CH:4]=1.C(N(CC)CC)C.[CH2:35]([S:38](Cl)(=[O:40])=[O:39])[CH2:36][CH3:37], predict the reaction product. The product is: [CH2:13]([CH:10]1[C:11]2[C:6](=[CH:5][CH:4]=[C:3]([CH2:2][NH:1][S:38]([CH2:35][CH2:36][CH3:37])(=[O:40])=[O:39])[CH:12]=2)[CH2:7][CH2:8][CH:9]1[NH:20][C:21](=[O:27])[O:22][C:23]([CH3:24])([CH3:26])[CH3:25])[C:14]1[CH:15]=[CH:16][CH:17]=[CH:18][CH:19]=1. (2) Given the reactants [H-].[Na+].[CH3:3][N:4]1[CH2:9][CH2:8][N:7]([C:10]2[CH:15]=[C:14]([NH2:16])[CH:13]=[CH:12][N:11]=2)[CH2:6][CH2:5]1.Cl[C:18]1[C:23]([CH2:24][CH2:25]Cl)=[C:22]([C:27]2[CH:32]=[CH:31][CH:30]=[C:29]([O:33][CH3:34])[CH:28]=2)[N:21]=[C:20]([N:35]2[CH2:40][CH2:39][O:38][CH2:37][CH2:36]2)[N:19]=1, predict the reaction product. The product is: [CH3:34][O:33][C:29]1[CH:28]=[C:27]([C:22]2[C:23]3[CH2:24][CH2:25][N:16]([C:14]4[CH:13]=[CH:12][N:11]=[C:10]([N:7]5[CH2:6][CH2:5][N:4]([CH3:3])[CH2:9][CH2:8]5)[CH:15]=4)[C:18]=3[N:19]=[C:20]([N:35]3[CH2:40][CH2:39][O:38][CH2:37][CH2:36]3)[N:21]=2)[CH:32]=[CH:31][CH:30]=1. (3) Given the reactants [C:1]([C:3]([C:10]#[N:11])=[C:4]([CH3:9])[CH:5]=[CH:6]OC)#[N:2].S(=O)(=O)(O)[OH:13], predict the reaction product. The product is: [C:1]([C:3]1[C:10](=[O:13])[NH:11][CH:6]=[CH:5][C:4]=1[CH3:9])#[N:2]. (4) Given the reactants C[O:2][C:3](=O)[CH2:4][C:5]1([CH2:15][N+:16]([O-])=O)[CH2:14][CH2:13][C:8]2([O:12][CH2:11][CH2:10][O:9]2)[CH2:7][CH2:6]1, predict the reaction product. The product is: [O:12]1[C:8]2([CH2:13][CH2:14][C:5]3([CH2:4][C:3](=[O:2])[NH:16][CH2:15]3)[CH2:6][CH2:7]2)[O:9][CH2:10][CH2:11]1. (5) Given the reactants [CH2:1]1[C:6]2=[CH:7][C:8]3[CH:9]=[CH:10][CH:11]=[CH:12][C:13]=3[N:5]2[CH2:4][CH2:3][NH:2]1.C(Cl)Cl.[C:17](Cl)(=[O:21])/[CH:18]=[CH:19]/[CH3:20], predict the reaction product. The product is: [CH2:1]1[C:6]2=[CH:7][C:8]3[CH:9]=[CH:10][CH:11]=[CH:12][C:13]=3[N:5]2[CH2:4][CH2:3][N:2]1[C:17](=[O:21])[CH:18]=[CH:19][CH3:20]. (6) Given the reactants [C:1]1([C:7]2[N:11]=[C:10]([C@@H:12]3[CH2:16][CH2:15][C@H:14]([NH2:17])[CH2:13]3)[O:9][N:8]=2)[CH:6]=[CH:5][CH:4]=[CH:3][CH:2]=1.CCN(C(C)C)C(C)C.Cl[C:28]1[N:33]=[CH:32][N:31]=[C:30]2[N:34](C3CCCCO3)[N:35]=[CH:36][C:29]=12, predict the reaction product. The product is: [C:1]1([C:7]2[N:11]=[C:10]([C@@H:12]3[CH2:16][CH2:15][C@H:14]([NH:17][C:28]4[N:33]=[CH:32][N:31]=[C:30]5[NH:34][N:35]=[CH:36][C:29]=45)[CH2:13]3)[O:9][N:8]=2)[CH:2]=[CH:3][CH:4]=[CH:5][CH:6]=1.